From a dataset of Reaction yield outcomes from USPTO patents with 853,638 reactions. Predict the reaction yield, written as a fraction of the theoretical maximum amount of product (1.0 means a 100% yield; for example, 0.34 means a 34% yield). (1) The reactants are [Br:1][C:2]1[CH:7]=[C:6](F)[C:5]([N+:9]([O-:11])=[O:10])=[CH:4][C:3]=1[C:12]([F:15])([F:14])[F:13].C(N(CC)C(C)C)(C)C.[CH3:25][NH:26][CH2:27][CH2:28][OH:29].O. The yield is 0.900. The product is [Br:1][C:2]1[C:3]([C:12]([F:15])([F:14])[F:13])=[CH:4][C:5]([N+:9]([O-:11])=[O:10])=[C:6]([N:26]([CH3:25])[CH2:27][CH2:28][OH:29])[CH:7]=1. The catalyst is CN(C=O)C. (2) The reactants are [CH3:1][CH:2]1[CH2:7][C:6](=[O:8])[CH:5]=[C:4]([C:9]2[CH:14]=[CH:13][N:12]=[CH:11][C:10]=2[N+:15]([O-:17])=[O:16])[CH2:3]1.[BH4-].[Na+]. The catalyst is CCO. The product is [CH3:1][CH:2]1[CH2:7][CH:6]([OH:8])[CH:5]=[C:4]([C:9]2[CH:14]=[CH:13][N:12]=[CH:11][C:10]=2[N+:15]([O-:17])=[O:16])[CH2:3]1. The yield is 0.910. (3) The reactants are [CH3:1][C:2]1[CH:11]=[CH:10][C:9]2[C:4](=[CH:5][CH:6]=[C:7]([N+:12]([O-:14])=[O:13])[CH:8]=2)[N:3]=1.[I:15][CH3:16]. The catalyst is C(#N)C. The product is [I-:15].[CH3:16][N+:3]1[C:4]2[C:9](=[CH:8][C:7]([N+:12]([O-:14])=[O:13])=[CH:6][CH:5]=2)[CH:10]=[CH:11][C:2]=1[CH3:1]. The yield is 0.168. (4) The reactants are C([O:3][C:4](=O)[C:5]([NH:14][C:15]([O:17][CH3:18])=[O:16])([CH3:13])[CH2:6][CH2:7][C:8]1[S:9][CH:10]=[CH:11][CH:12]=1)C.[BH4-].[Na+].[Cl-].[Li+]. The catalyst is C(O)C.O1CCCC1. The product is [CH3:18][O:17][C:15]([NH:14][C:5]([CH3:13])([CH2:6][CH2:7][C:8]1[S:9][CH:10]=[CH:11][CH:12]=1)[CH2:4][OH:3])=[O:16]. The yield is 0.930. (5) The reactants are [CH2:1]([N:4]1[C@H:9]([CH3:10])[CH2:8][N:7](C(OCC)=O)[C@@H:6]([CH3:16])[CH2:5]1)[CH:2]=[CH2:3].[OH-].[K+].C(=O)=O.C1(C)C=CC=CC=1. The catalyst is C(O)C. The product is [CH2:1]([N:4]1[CH2:5][C@@H:6]([CH3:16])[NH:7][CH2:8][C@@H:9]1[CH3:10])[CH:2]=[CH2:3]. The yield is 0.690.